From a dataset of Forward reaction prediction with 1.9M reactions from USPTO patents (1976-2016). Predict the product of the given reaction. (1) Given the reactants Br[C:2]1[CH:7]=[CH:6][C:5]([S:8]([NH:11][C:12]2[S:13][CH:14]=[CH:15][N:16]=2)(=[O:10])=[O:9])=[C:4]([F:17])[CH:3]=1.CC(C)([O-])C.[Na+].[CH3:24][C:25]1([CH3:65])[C:38]2C=CC=C(P(C3C=CC=CC=3)C3C=CC=CC=3)[C:33]=2OC2[C:26]1=CC=CC=2P(C1C=CC=CC=1)C1C=CC=CC=1.[NH2:66][C:67]1[S:68]C=C(C2C=CC(Cl)=CC=2)[N:71]=1.O1CCOCC1, predict the reaction product. The product is: [C:25]([C:38]1[N:66]=[C:67]([NH:71][C:2]2[CH:7]=[CH:6][C:5]([S:8]([NH:11][C:12]3[S:13][CH:14]=[CH:15][N:16]=3)(=[O:10])=[O:9])=[C:4]([F:17])[CH:3]=2)[S:68][CH:33]=1)([CH3:65])([CH3:26])[CH3:24]. (2) Given the reactants [H-].[Na+].[N:3]1[N:7]2[C:11](=[O:12])[C:6]3[N:7]([N:3]=[CH:4][CH:5]=3)[C:11](=[O:12])[C:6]2=[CH:5][CH:4]=1.[CH3:17][O:18][C:19]([C:21]1[CH:25]=[CH:24][S:23][C:22]=1[NH2:26])=[O:20].O, predict the reaction product. The product is: [CH3:17][O:18][C:19]([C:21]1[CH:25]=[CH:24][S:23][C:22]=1[NH:26][C:11]([C:6]1[CH:5]=[CH:4][NH:3][N:7]=1)=[O:12])=[O:20]. (3) The product is: [CH2:5]1[O:6][C:7]2[CH:13]=[CH:12][C:11]([O:14][CH2:3][CH:2]=[CH2:1])=[CH:10][C:8]=2[O:9]1. Given the reactants [CH2:1](Br)[CH:2]=[CH2:3].[CH2:5]1[O:9][C:8]2[CH:10]=[C:11]([OH:14])[CH:12]=[CH:13][C:7]=2[O:6]1.C(=O)([O-])[O-].[K+].[K+], predict the reaction product. (4) Given the reactants [Li+].[BH4-].[NH2:3][C:4]1[CH:9]=[CH:8][C:7]([C:10]2[CH2:11][C@@H:12]3[N:18]([CH:19]=2)[C:17](=[O:20])[C:16]2[CH:21]=[C:22]([O:64][CH3:65])[C:23]([O:25][CH2:26][CH2:27][CH2:28][O:29][C:30]4[C:61]([O:62][CH3:63])=[CH:60][C:33]5[C:34](=[O:59])[N:35]6[CH:50]=[C:49]([C:51]7[CH:56]=[CH:55][C:54]([O:57][CH3:58])=[CH:53][CH:52]=7)[CH2:48][C@H:36]6[C:37](=O)[N:38](COCC[Si](C)(C)C)[C:32]=5[CH:31]=4)=[CH:24][C:15]=2[N:14](COCC[Si](C)(C)C)[C:13]3=O)=[CH:6][CH:5]=1.CCO, predict the reaction product. The product is: [NH2:3][C:4]1[CH:9]=[CH:8][C:7]([C:10]2[CH2:11][C@@H:12]3[N:18]([CH:19]=2)[C:17](=[O:20])[C:16]2[CH:21]=[C:22]([O:64][CH3:65])[C:23]([O:25][CH2:26][CH2:27][CH2:28][O:29][C:30]4[C:61]([O:62][CH3:63])=[CH:60][C:33]5[C:34](=[O:59])[N:35]6[CH:50]=[C:49]([C:51]7[CH:52]=[CH:53][C:54]([O:57][CH3:58])=[CH:55][CH:56]=7)[CH2:48][C@H:36]6[CH:37]=[N:38][C:32]=5[CH:31]=4)=[CH:24][C:15]=2[N:14]=[CH:13]3)=[CH:6][CH:5]=1. (5) Given the reactants [CH2:1]([O:8][C:9](=[O:26])[CH2:10][NH:11][CH:12]1[CH:19]2[CH2:20][C:15]3([C:22]([O:24]C)=[O:23])[CH2:16][CH:17]([CH2:21][CH:13]1[CH2:14]3)[CH2:18]2)[C:2]1[CH:7]=[CH:6][CH:5]=[CH:4][CH:3]=1.CO.[OH-].[Na+], predict the reaction product. The product is: [CH2:1]([O:8][C:9](=[O:26])[CH2:10][NH:11][CH:12]1[CH:19]2[CH2:20][C:15]3([C:22]([OH:24])=[O:23])[CH2:16][CH:17]([CH2:21][CH:13]1[CH2:14]3)[CH2:18]2)[C:2]1[CH:7]=[CH:6][CH:5]=[CH:4][CH:3]=1. (6) Given the reactants [Cl:1][C:2]1[C:3]([NH2:9])=[N:4][CH:5]=[N:6][C:7]=1Cl.[C:10]1([NH2:17])[CH:15]=[CH:14][CH:13]=[C:12]([NH2:16])[CH:11]=1.C(O)(C(F)(F)F)=O, predict the reaction product. The product is: [NH2:16][C:12]1[CH:11]=[C:10]([NH:17][C:7]2[C:2]([Cl:1])=[C:3]([NH2:9])[N:4]=[CH:5][N:6]=2)[CH:15]=[CH:14][CH:13]=1. (7) Given the reactants [CH3:1][O:2][C:3]1[CH:4]=[C:5]([CH:7]=[CH:8][C:9]=1[C:10]1[O:14][CH:13]=[N:12][CH:11]=1)[NH2:6].[Cl:15][C:16]1[C:25]2[C:20](=[CH:21][CH:22]=[CH:23][CH:24]=2)[N:19]=[N:18][C:17]=1[CH2:26][CH2:27]Cl, predict the reaction product. The product is: [Cl:15][C:16]1[C:25]2[C:20](=[CH:21][CH:22]=[CH:23][CH:24]=2)[N:19]=[N:18][C:17]=1[CH2:26][CH2:27][NH:6][C:5]1[CH:7]=[CH:8][C:9]([C:10]2[O:14][CH:13]=[N:12][CH:11]=2)=[C:3]([O:2][CH3:1])[CH:4]=1. (8) Given the reactants [C:1]([C:3]1([N:15]2[CH2:20][CH2:19][CH:18]([OH:21])[CH2:17][CH2:16]2)[CH2:7][CH2:6][N:5]([C:8]([O:10][C:11]([CH3:14])([CH3:13])[CH3:12])=[O:9])[CH2:4]1)#N.C[Mg]Br, predict the reaction product. The product is: [OH:21][CH:18]1[CH2:19][CH2:20][N:15]([C:3]2([CH3:1])[CH2:7][CH2:6][N:5]([C:8]([O:10][C:11]([CH3:14])([CH3:13])[CH3:12])=[O:9])[CH2:4]2)[CH2:16][CH2:17]1.